Dataset: Forward reaction prediction with 1.9M reactions from USPTO patents (1976-2016). Task: Predict the product of the given reaction. (1) Given the reactants COC1C=C(OC)C=CC=1C[NH:6][C:7]1[C:16]([O:17][CH3:18])=[N:15][C:14]2[C:9](=[CH:10][CH:11]=[C:12]([CH3:19])[CH:13]=2)[N:8]=1.FC(F)(F)C(O)=O, predict the reaction product. The product is: [NH2:6][C:7]1[C:16]([O:17][CH3:18])=[N:15][C:14]2[C:9](=[CH:10][CH:11]=[C:12]([CH3:19])[CH:13]=2)[N:8]=1. (2) Given the reactants [CH2:1]([NH:3][C:4]1[CH2:8][S:7][C:6](=[O:9])[N:5]=1)[CH3:2].[F:10][C:11]([F:32])([F:31])[C:12]1[CH:26]=[C:25]([C:27]([F:30])([F:29])[F:28])[CH:24]=[CH:23][C:13]=1[CH2:14][N:15]1[CH2:20][CH2:19][CH:18]([CH:21]=O)[CH2:17][CH2:16]1.C([O-])(=O)C.[NH2+]1CCCCC1, predict the reaction product. The product is: [F:32][C:11]([F:10])([F:31])[C:12]1[CH:26]=[C:25]([C:27]([F:30])([F:29])[F:28])[CH:24]=[CH:23][C:13]=1[CH2:14][N:15]1[CH2:20][CH2:19][CH:18](/[CH:21]=[C:8]2/[C:4]([NH:3][CH2:1][CH3:2])=[N:5][C:6](=[O:9])[S:7]/2)[CH2:17][CH2:16]1. (3) Given the reactants [Br:1][C:2]1[CH:3]=[C:4]([F:11])[C:5]([OH:10])=[C:6]([CH:9]=1)[CH:7]=[O:8].[C:12](=O)([O-])[O-].[Ca+2].CI.O, predict the reaction product. The product is: [Br:1][C:2]1[CH:3]=[C:4]([F:11])[C:5]([O:10][CH3:12])=[C:6]([CH:9]=1)[CH:7]=[O:8]. (4) The product is: [CH3:1][N:2]([C:14]1[CH:15]=[CH:16][CH:17]=[C:18]2[C:22]=1[NH:21][C:20]([C:23]1[S:24][CH:25]=[CH:26][N:27]=1)=[CH:19]2)[S:3]([C:6]1[CH:10]=[CH:9][S:8][C:7]=1[C:11]([N:50]1[CH2:55][CH2:54][O:53][CH2:52][CH2:51]1)=[O:12])(=[O:5])=[O:4]. Given the reactants [CH3:1][N:2]([C:14]1[CH:15]=[CH:16][CH:17]=[C:18]2[C:22]=1[NH:21][C:20]([C:23]1[S:24][CH:25]=[CH:26][N:27]=1)=[CH:19]2)[S:3]([C:6]1[CH:10]=[CH:9][S:8][C:7]=1[C:11](O)=[O:12])(=[O:5])=[O:4].N1(O)C2C=CC=CC=2N=N1.Cl.CN(C)CCCN=C=NCC.[NH:50]1[CH2:55][CH2:54][O:53][CH2:52][CH2:51]1.Cl, predict the reaction product. (5) Given the reactants [CH:1]12[CH2:7][CH:6]1[CH2:5][CH:4]([C:8]([NH:10][C:11]1([C:14]3[CH:23]=[CH:22][C:17]([C:18]([O:20][CH3:21])=[O:19])=[CH:16][CH:15]=3)[CH2:13][CH2:12]1)=[O:9])[NH:3][CH2:2]2.C([O-])([O-])=O.[Cs+].[Cs+].[F:30][C:31]([F:41])([F:40])[C:32]1[CH:39]=[CH:38][C:35]([CH2:36]Br)=[CH:34][CH:33]=1, predict the reaction product. The product is: [F:30][C:31]([F:40])([F:41])[C:32]1[CH:39]=[CH:38][C:35]([CH2:36][N:3]2[CH:4]([C:8]([NH:10][C:11]3([C:14]4[CH:15]=[CH:16][C:17]([C:18]([O:20][CH3:21])=[O:19])=[CH:22][CH:23]=4)[CH2:12][CH2:13]3)=[O:9])[CH2:5][CH:6]3[CH:1]([CH2:7]3)[CH2:2]2)=[CH:34][CH:33]=1. (6) Given the reactants [CH:1]1[C:6]([OH:7])=[CH:5][CH:4]=[C:3]([CH3:8])[CH:2]=1.[CH3:9][C:10]([CH2:12][C:13]([CH3:16])([CH3:15])[CH3:14])=[CH2:11].B(F)(F)F.CCOCC, predict the reaction product. The product is: [CH3:8][C:3]1[CH:4]=[CH:5][C:6]([OH:7])=[C:1]([C:10]([CH3:11])([CH3:9])[CH2:12][C:13]([CH3:16])([CH3:15])[CH3:14])[CH:2]=1.